This data is from Catalyst prediction with 721,799 reactions and 888 catalyst types from USPTO. The task is: Predict which catalyst facilitates the given reaction. Reactant: [CH3:1][N:2]([CH2:13][CH:14]1[CH2:18][CH2:17][N:16]([CH3:19])[CH2:15]1)[C:3]1[O:4][C:5]2[CH:11]=[CH:10][C:9]([NH2:12])=[CH:8][C:6]=2[N:7]=1.[F:20][C:21]1[CH:26]=[CH:25][C:24]([C:27]2[CH:35]=[CH:34][C:30]([C:31](O)=[O:32])=[CH:29][N:28]=2)=[CH:23][CH:22]=1.CN(C(ON1N=NC2C=CC=NC1=2)=[N+](C)C)C.F[P-](F)(F)(F)(F)F. Product: [F:20][C:21]1[CH:22]=[CH:23][C:24]([C:27]2[CH:35]=[CH:34][C:30]([C:31]([NH:12][C:9]3[CH:10]=[CH:11][C:5]4[O:4][C:3]([N:2]([CH3:1])[CH2:13][CH:14]5[CH2:18][CH2:17][N:16]([CH3:19])[CH2:15]5)=[N:7][C:6]=4[CH:8]=3)=[O:32])=[CH:29][N:28]=2)=[CH:25][CH:26]=1. The catalyst class is: 2.